Dataset: Full USPTO retrosynthesis dataset with 1.9M reactions from patents (1976-2016). Task: Predict the reactants needed to synthesize the given product. Given the product [CH2:1]([C@H:16]([NH2:20])[C:17]([OH:19])=[O:18])[CH2:2][C:3]([NH:5][C@H:6]([C:9]([NH:11][CH2:12][C:13]([OH:15])=[O:14])=[O:10])[CH2:7][SH:8])=[O:4].[CH:21]1[CH:26]=[C:25]2[CH:27]=[CH:28][C:29](/[C:31](=[N:32]\[NH:33][C:34]3[CH:35]=[CH:36][C:37]([Hg:40][Cl:41])=[CH:38][CH:39]=3)/[C:24]2=[CH:23][CH:22]=1)=[O:30], predict the reactants needed to synthesize it. The reactants are: [CH2:1]([C@H:16]([NH2:20])[C:17]([OH:19])=[O:18])[CH2:2][C:3]([NH:5][C@H:6]([C:9]([NH:11][CH2:12][C:13]([OH:15])=[O:14])=[O:10])[CH2:7][SH:8])=[O:4].[CH:21]1[CH:26]=[C:25]2[CH:27]=[CH:28][C:29](/[C:31](=[N:32]\[NH:33][C:34]3[CH:39]=[CH:38][C:37]([Hg:40][Cl:41])=[CH:36][CH:35]=3)/[C:24]2=[CH:23][CH:22]=1)=[O:30].